Dataset: Peptide-MHC class II binding affinity with 134,281 pairs from IEDB. Task: Regression. Given a peptide amino acid sequence and an MHC pseudo amino acid sequence, predict their binding affinity value. This is MHC class II binding data. The peptide sequence is MDVNPTLLFLKVPAQ. The MHC is DRB1_0701 with pseudo-sequence DRB1_0701. The binding affinity (normalized) is 0.480.